This data is from Reaction yield outcomes from USPTO patents with 853,638 reactions. The task is: Predict the reaction yield, written as a fraction of the theoretical maximum amount of product (1.0 means a 100% yield; for example, 0.34 means a 34% yield). (1) The reactants are [C:1]([C:5]1[CH:10]=[CH:9][C:8]([C:11]2[N:15]=[C:14]([C:16]3[S:17][C:18]([C:27]([F:30])([F:29])[F:28])=[C:19]([C:21]4[CH:26]=[CH:25][CH:24]=[CH:23][CH:22]=4)[CH:20]=3)[O:13][N:12]=2)=[CH:7][CH:6]=1)(OC)=[O:2].CC(C[AlH]CC(C)C)C. The catalyst is C(Cl)Cl. The product is [OH:2][CH2:1][C:5]1[CH:10]=[CH:9][C:8]([C:11]2[N:15]=[C:14]([C:16]3[S:17][C:18]([C:27]([F:30])([F:29])[F:28])=[C:19]([C:21]4[CH:26]=[CH:25][CH:24]=[CH:23][CH:22]=4)[CH:20]=3)[O:13][N:12]=2)=[CH:7][CH:6]=1. The yield is 0.890. (2) The reactants are [Br:1][C:2]1[CH:22]=[CH:21][C:5]2[N:6]([CH2:9][C:10]3[CH:20]=[CH:19][C:13]4[N:14]=[C:15]([S:17][CH3:18])[O:16][C:12]=4[CH:11]=3)[CH:7]=[N:8][C:4]=2[CH:3]=1.C1C=C(Cl)C=C(C(OO)=[O:31])C=1. The catalyst is C(Cl)Cl. The product is [Br:1][C:2]1[CH:22]=[CH:21][C:5]2[N:6]([CH2:9][C:10]3[CH:20]=[CH:19][C:13]4[N:14]=[C:15]([S:17]([CH3:18])=[O:31])[O:16][C:12]=4[CH:11]=3)[CH:7]=[N:8][C:4]=2[CH:3]=1. The yield is 0.755. (3) The reactants are [CH:1]([N:4]1[CH2:9][CH2:8][CH:7]([O:10][C:11]2[CH:19]=[CH:18][C:17]3[N:16]4[C@H:20]([CH3:25])[CH2:21][NH:22][C:23](=[O:24])[C:15]4=[CH:14][C:13]=3[CH:12]=2)[CH2:6][CH2:5]1)([CH3:3])[CH3:2].[H-].[Na+].Br[CH2:29][CH2:30][CH2:31][OH:32]. No catalyst specified. The product is [OH:32][CH2:31][CH2:30][CH2:29][N:22]1[CH2:21][C@@H:20]([CH3:25])[N:16]2[C:17]3[CH:18]=[CH:19][C:11]([O:10][CH:7]4[CH2:8][CH2:9][N:4]([CH:1]([CH3:3])[CH3:2])[CH2:5][CH2:6]4)=[CH:12][C:13]=3[CH:14]=[C:15]2[C:23]1=[O:24]. The yield is 0.580. (4) The reactants are Br[C:2]1[CH:19]=[CH:18][C:5]([C:6]([NH:8][C:9]2[S:10][C:11]3[CH2:17][CH2:16][CH2:15][CH2:14][C:12]=3[N:13]=2)=[O:7])=[CH:4][CH:3]=1.[B:20]1([B:20]2[O:24][C:23]([CH3:26])([CH3:25])[C:22]([CH3:28])([CH3:27])[O:21]2)[O:24][C:23]([CH3:26])([CH3:25])[C:22]([CH3:28])([CH3:27])[O:21]1.C([O-])(=O)C.[K+]. The catalyst is C1C=CC(P(C2C=CC=CC=2)[C-]2C=CC=C2)=CC=1.C1C=CC(P(C2C=CC=CC=2)[C-]2C=CC=C2)=CC=1.Cl[Pd]Cl.[Fe+2].O. The product is [S:10]1[C:11]2[CH2:17][CH2:16][CH2:15][CH2:14][C:12]=2[N:13]=[C:9]1[NH:8][C:6](=[O:7])[C:5]1[CH:18]=[CH:19][C:2]([B:20]2[O:24][C:23]([CH3:26])([CH3:25])[C:22]([CH3:28])([CH3:27])[O:21]2)=[CH:3][CH:4]=1. The yield is 0.293. (5) The reactants are [CH3:1][O:2][C:3]1[CH:16]=[CH:15][C:6]2[C:7]([CH2:10][C:11]([O:13][CH3:14])=[O:12])=[CH:8][O:9][C:5]=2[CH:4]=1.[O:17]1CCOCC1. No catalyst specified. The product is [CH3:1][O:2][C:3]1[CH:16]=[CH:15][C:6]2[C:7]([C:10](=[O:17])[C:11]([O:13][CH3:14])=[O:12])=[CH:8][O:9][C:5]=2[CH:4]=1. The yield is 0.850.